Dataset: NCI-60 drug combinations with 297,098 pairs across 59 cell lines. Task: Regression. Given two drug SMILES strings and cell line genomic features, predict the synergy score measuring deviation from expected non-interaction effect. (1) Drug 1: C1C(C(OC1N2C=NC3=C(N=C(N=C32)Cl)N)CO)O. Drug 2: CCN(CC)CCCC(C)NC1=C2C=C(C=CC2=NC3=C1C=CC(=C3)Cl)OC. Cell line: HCT-15. Synergy scores: CSS=50.3, Synergy_ZIP=-1.27, Synergy_Bliss=1.96, Synergy_Loewe=-5.28, Synergy_HSA=0.728. (2) Drug 1: C1=C(C(=O)NC(=O)N1)F. Drug 2: CCC(=C(C1=CC=CC=C1)C2=CC=C(C=C2)OCCN(C)C)C3=CC=CC=C3.C(C(=O)O)C(CC(=O)O)(C(=O)O)O. Cell line: MALME-3M. Synergy scores: CSS=33.0, Synergy_ZIP=3.30, Synergy_Bliss=4.46, Synergy_Loewe=2.00, Synergy_HSA=3.23.